Predict the reactants needed to synthesize the given product. From a dataset of Full USPTO retrosynthesis dataset with 1.9M reactions from patents (1976-2016). (1) Given the product [F:15][C:16]1[C:17]([C:23]2[C:31]3[O:30][CH:29]=[CH:28][C:27]=3[C:26]([F:32])=[CH:25][CH:24]=2)=[CH:18][C:19]([NH:22][C:2]2[CH:7]=[C:6]([CH2:8][S:9][CH3:10])[CH:5]=[C:4]([C:11]([F:14])([F:13])[F:12])[N:3]=2)=[N:20][CH:21]=1, predict the reactants needed to synthesize it. The reactants are: Cl[C:2]1[CH:7]=[C:6]([CH2:8][S:9][CH3:10])[CH:5]=[C:4]([C:11]([F:14])([F:13])[F:12])[N:3]=1.[F:15][C:16]1[C:17]([C:23]2[C:31]3[O:30][CH:29]=[CH:28][C:27]=3[C:26]([F:32])=[CH:25][CH:24]=2)=[CH:18][C:19]([NH2:22])=[N:20][CH:21]=1.C1(P(C2CCCCC2)C2C=CC=CC=2C2C(C(C)C)=CC(C(C)C)=CC=2C(C)C)CCCCC1.P([O-])([O-])([O-])=O.[K+].[K+].[K+]. (2) Given the product [Br:1][C:2]1[CH:3]=[CH:4][C:5]2[O:14][C:13]3[C:12](=[O:15])[NH:11][C:10]([CH2:16][NH:32][CH2:31][C:28]4[CH:27]=[CH:26][C:25]([N:22]5[CH2:21][CH2:20][N:19]([CH3:18])[CH2:24][CH2:23]5)=[CH:30][CH:29]=4)=[N:9][C:8]=3[C:6]=2[CH:7]=1, predict the reactants needed to synthesize it. The reactants are: [Br:1][C:2]1[CH:3]=[CH:4][C:5]2[O:14][C:13]3[C:12](=[O:15])[NH:11][C:10]([CH2:16]Cl)=[N:9][C:8]=3[C:6]=2[CH:7]=1.[CH3:18][N:19]1[CH2:24][CH2:23][N:22]([C:25]2[CH:30]=[CH:29][C:28]([CH2:31][NH2:32])=[CH:27][CH:26]=2)[CH2:21][CH2:20]1.C([O-])([O-])=O.[Cs+].[Cs+]. (3) Given the product [Cl:9][C:10]1[CH:15]=[CH:14][CH:13]=[CH:12][C:11]=1[C:16]1[C:20]([C:21]([O:23][CH3:24])=[O:22])=[CH:19][N:18]([C:6]2[CH:5]=[CH:4][N:3]=[C:2]([Cl:1])[CH:7]=2)[N:17]=1, predict the reactants needed to synthesize it. The reactants are: [Cl:1][C:2]1[CH:7]=[C:6](I)[CH:5]=[CH:4][N:3]=1.[Cl:9][C:10]1[CH:15]=[CH:14][CH:13]=[CH:12][C:11]=1[C:16]1[C:20]([C:21]([O:23][CH3:24])=[O:22])=[CH:19][NH:18][N:17]=1.CN[C@@H]1CCCC[C@H]1NC.C(=O)([O-])[O-].[K+].[K+].